From a dataset of Forward reaction prediction with 1.9M reactions from USPTO patents (1976-2016). Predict the product of the given reaction. The product is: [CH3:1][C:2]([CH3:15])([CH3:14])[CH2:3][C:4]([C:6]1[CH:7]=[CH:8][C:9]([CH3:10])=[CH:12][CH:13]=1)=[O:5]. Given the reactants [CH3:1][C:2]([CH3:15])([CH3:14])[CH2:3][C:4]([C:6]1[CH:13]=[CH:12][C:9]([CH2:10]N)=[CH:8][CH:7]=1)=[O:5].O.NN.CC(C)(C)CC(C1C=CC(CN2C(=O)C3C(=CC=CC=3)C2=O)=CC=1)=O, predict the reaction product.